This data is from Forward reaction prediction with 1.9M reactions from USPTO patents (1976-2016). The task is: Predict the product of the given reaction. (1) Given the reactants C1(C)C=CC=CC=1.Br[C:9]1[CH:10]=[N:11][CH:12]=[CH:13][CH:14]=1.[C:15]([O:19][C:20]([N:22]1[CH2:27][CH2:26][NH:25][CH2:24][CH2:23]1)=[O:21])([CH3:18])([CH3:17])[CH3:16].CC(C)([O-])C.[K+], predict the reaction product. The product is: [C:15]([O:19][C:20]([N:22]1[CH2:27][CH2:26][N:25]([C:9]2[CH:10]=[N:11][CH:12]=[CH:13][CH:14]=2)[CH2:24][CH2:23]1)=[O:21])([CH3:18])([CH3:16])[CH3:17]. (2) Given the reactants [H-].[Na+].Cl[C:4]1[C:5]([CH3:15])=[C:6]([CH3:14])[C:7]2[N:8]([C:10]([NH2:13])=[N:11][N:12]=2)[N:9]=1.[CH2:16]([OH:19])[CH2:17][CH3:18], predict the reaction product. The product is: [CH3:15][C:5]1[C:4]([O:19][CH2:16][CH2:17][CH3:18])=[N:9][N:8]2[C:10]([NH2:13])=[N:11][N:12]=[C:7]2[C:6]=1[CH3:14]. (3) The product is: [NH2:8][C:9]1[O:17][C:16]2[C:11](=[N:12][CH:13]=[C:14]([CH:18]([CH3:19])[CH3:20])[CH:15]=2)[C:10]=1[C:21]([NH:23][C:24]1[CH:25]=[N:26][CH:27]=[CH:28][C:29]=1[C@@H:30]1[CH2:35][C@H:34]([CH3:36])[CH2:33][C@H:32]([NH2:37])[CH2:31]1)=[O:22]. Given the reactants C(OC([NH:8][C:9]1[O:17][C:16]2[C:11](=[N:12][CH:13]=[C:14]([CH:18]([CH3:20])[CH3:19])[CH:15]=2)[C:10]=1[C:21]([NH:23][C:24]1[CH:25]=[N:26][CH:27]=[CH:28][C:29]=1[C@@H:30]1[CH2:35][C@H:34]([CH3:36])[CH2:33][C@H:32]([NH:37]C(=O)OC(C)(C)C)[CH2:31]1)=[O:22])=O)(C)(C)C.C(O)(C(F)(F)F)=O.C(Cl)Cl, predict the reaction product. (4) The product is: [CH3:12][C:2]1([CH3:1])[O:6][C@H:5]([CH2:7][NH:32][C:35](=[O:20])[O:44][CH2:37][C:38]2[CH:43]=[CH:42][CH:41]=[CH:40][CH:39]=2)[C:4](=[O:11])[O:3]1. Given the reactants [CH3:1][C:2]1([CH3:12])[O:6][C@H:5]([CH2:7]C(O)=O)[C:4](=[O:11])[O:3]1.C1(P(N=[N+]=[N-])(C2C=CC=CC=2)=[O:20])C=CC=CC=1.C([N:32]([CH2:35]C)CC)C.[CH2:37]([OH:44])[C:38]1[CH:43]=[CH:42][CH:41]=[CH:40][CH:39]=1, predict the reaction product. (5) Given the reactants [CH3:1][O:2][C:3]([C:5]1([NH2:9])[CH2:8][CH2:7][CH2:6]1)=[O:4].[N:10]1[CH:15]=[C:14]([C:16](Cl)=[O:17])[CH:13]=[N:12][CH:11]=1, predict the reaction product. The product is: [CH3:1][O:2][C:3]([C:5]1([NH:9][C:16]([C:14]2[CH:15]=[N:10][CH:11]=[N:12][CH:13]=2)=[O:17])[CH2:8][CH2:7][CH2:6]1)=[O:4].